This data is from Forward reaction prediction with 1.9M reactions from USPTO patents (1976-2016). The task is: Predict the product of the given reaction. (1) Given the reactants [CH:1]1([C:7]2[NH:11][C:10](=[O:12])[C:9]3([CH2:17][CH2:16][N:15]([S:18]([CH3:21])(=[O:20])=[O:19])[CH2:14][CH2:13]3)[N:8]=2)[CH2:6][CH2:5][CH2:4][CH2:3][CH2:2]1.C[Si](C)(C)[N-][Si](C)(C)C.[Li+].[CH3:32][C:33]1([CH3:50])[O:37][C@@H:36]([CH2:38][N:39]2[C:47]3[CH:46]=[CH:45][CH:44]=[C:43]([CH:48]=[O:49])[C:42]=3[CH:41]=[CH:40]2)[CH2:35][O:34]1.O, predict the reaction product. The product is: [CH:1]1([C:7]2[NH:11][C:10](=[O:12])[C:9]3([CH2:17][CH2:16][N:15]([S:18]([CH2:21][CH:48]([C:43]4[CH:44]=[CH:45][CH:46]=[C:47]5[C:42]=4[CH:41]=[CH:40][N:39]5[CH2:38][C@H:36]4[CH2:35][O:34][C:33]([CH3:50])([CH3:32])[O:37]4)[OH:49])(=[O:20])=[O:19])[CH2:14][CH2:13]3)[N:8]=2)[CH2:2][CH2:3][CH2:4][CH2:5][CH2:6]1. (2) The product is: [CH2:1]([O:5][C:6]([N:8]1[CH2:12][C@@H:11]([OH:13])[C@H:10]2[O:14][CH2:15][C:16]([O:17][CH3:18])([O:19][CH3:20])[C@@H:9]12)=[O:7])[C:4]1[CH:27]=[CH:26][CH:25]=[CH:24][CH:23]=1. Given the reactants [C:1]([O:5][C:6]([N:8]1[CH2:12][C@@H:11]([OH:13])[C@H:10]2[O:14][CH2:15][C:16]([O:19][CH3:20])([O:17][CH3:18])[C@@H:9]12)=[O:7])([CH3:4])(C)C.Cl.N1[CH:27]=[CH:26][CH:25]=[CH:24][CH:23]=1.C(Cl)(OCC1C=CC=CC=1)=O, predict the reaction product.